From a dataset of NCI-60 drug combinations with 297,098 pairs across 59 cell lines. Regression. Given two drug SMILES strings and cell line genomic features, predict the synergy score measuring deviation from expected non-interaction effect. (1) Drug 1: C1CN(CCN1C(=O)CCBr)C(=O)CCBr. Drug 2: N.N.Cl[Pt+2]Cl. Cell line: KM12. Synergy scores: CSS=28.8, Synergy_ZIP=-6.53, Synergy_Bliss=2.15, Synergy_Loewe=1.33, Synergy_HSA=2.79. (2) Drug 1: CC1=CC=C(C=C1)C2=CC(=NN2C3=CC=C(C=C3)S(=O)(=O)N)C(F)(F)F. Drug 2: C1C(C(OC1N2C=NC3=C(N=C(N=C32)Cl)N)CO)O. Cell line: BT-549. Synergy scores: CSS=32.2, Synergy_ZIP=-1.61, Synergy_Bliss=-2.82, Synergy_Loewe=-21.5, Synergy_HSA=-1.11. (3) Cell line: M14. Drug 2: CC1=C2C(C(=O)C3(C(CC4C(C3C(C(C2(C)C)(CC1OC(=O)C(C(C5=CC=CC=C5)NC(=O)OC(C)(C)C)O)O)OC(=O)C6=CC=CC=C6)(CO4)OC(=O)C)O)C)O. Drug 1: C1=CC(=C2C(=C1NCCNCCO)C(=O)C3=C(C=CC(=C3C2=O)O)O)NCCNCCO. Synergy scores: CSS=40.6, Synergy_ZIP=-3.45, Synergy_Bliss=0.305, Synergy_Loewe=-9.12, Synergy_HSA=3.16. (4) Drug 1: COC1=NC(=NC2=C1N=CN2C3C(C(C(O3)CO)O)O)N. Drug 2: CC12CCC3C(C1CCC2OP(=O)(O)O)CCC4=C3C=CC(=C4)OC(=O)N(CCCl)CCCl.[Na+]. Cell line: NCI-H226. Synergy scores: CSS=-6.60, Synergy_ZIP=1.47, Synergy_Bliss=-2.91, Synergy_Loewe=-14.1, Synergy_HSA=-9.81. (5) Drug 2: C1CN(CCN1C(=O)CCBr)C(=O)CCBr. Synergy scores: CSS=12.3, Synergy_ZIP=-6.29, Synergy_Bliss=-12.0, Synergy_Loewe=-27.2, Synergy_HSA=-7.41. Cell line: HCT-15. Drug 1: C1=NC2=C(N=C(N=C2N1C3C(C(C(O3)CO)O)F)Cl)N. (6) Drug 1: CC(CN1CC(=O)NC(=O)C1)N2CC(=O)NC(=O)C2. Cell line: UACC62. Drug 2: CC1CCCC2(C(O2)CC(NC(=O)CC(C(C(=O)C(C1O)C)(C)C)O)C(=CC3=CSC(=N3)C)C)C. Synergy scores: CSS=12.5, Synergy_ZIP=-5.62, Synergy_Bliss=-1.82, Synergy_Loewe=-0.579, Synergy_HSA=-0.443.